Dataset: Full USPTO retrosynthesis dataset with 1.9M reactions from patents (1976-2016). Task: Predict the reactants needed to synthesize the given product. Given the product [CH3:18][CH:17]([CH3:19])[C:16](=[O:20])[CH2:15][C:14]([NH:10][C:7]1[CH:8]=[CH:9][C:4]([C:3]([O:2][CH3:1])=[O:11])=[CH:5][CH:6]=1)=[O:13], predict the reactants needed to synthesize it. The reactants are: [CH3:1][O:2][C:3](=[O:11])[C:4]1[CH:9]=[CH:8][C:7]([NH2:10])=[CH:6][CH:5]=1.C[O:13][C:14](=O)[CH2:15][C:16](=[O:20])[CH:17]([CH3:19])[CH3:18].C(N)CN.